Dataset: Full USPTO retrosynthesis dataset with 1.9M reactions from patents (1976-2016). Task: Predict the reactants needed to synthesize the given product. (1) The reactants are: Cl.[NH2:2][CH:3]1[CH2:8][CH2:7][CH2:6][NH:5][C:4]1=[O:9].C([O-])([O-])=O.[K+].[K+].[CH3:16][C:17]1[CH:22]=[CH:21][C:20]([S:23](Cl)(=[O:25])=[O:24])=[CH:19][CH:18]=1. Given the product [CH3:16][C:17]1[CH:22]=[CH:21][C:20]([S:23]([NH:2][CH:3]2[CH2:8][CH2:7][CH2:6][NH:5][C:4]2=[O:9])(=[O:25])=[O:24])=[CH:19][CH:18]=1, predict the reactants needed to synthesize it. (2) Given the product [ClH:28].[C:1]([C:5]1[C:6]([Cl:28])=[C:7]([C:11]2[NH:15][C:14]3[CH:16]=[CH:17][C:18]([C:20]4[C:21]([F:27])=[CH:22][CH:23]=[CH:24][C:25]=4[F:26])=[CH:19][C:13]=3[N:12]=2)[N:8]([CH3:10])[N:9]=1)([CH3:4])([CH3:2])[CH3:3], predict the reactants needed to synthesize it. The reactants are: [C:1]([C:5]1[C:6]([Cl:28])=[C:7]([C:11]2[NH:15][C:14]3[CH:16]=[CH:17][C:18]([C:20]4[C:25]([F:26])=[CH:24][CH:23]=[CH:22][C:21]=4[F:27])=[CH:19][C:13]=3[N:12]=2)[N:8]([CH3:10])[N:9]=1)([CH3:4])([CH3:3])[CH3:2].Cl.C(OCC)C.